This data is from Full USPTO retrosynthesis dataset with 1.9M reactions from patents (1976-2016). The task is: Predict the reactants needed to synthesize the given product. (1) Given the product [Br:1][C:2]1[CH:7]=[C:6]([F:8])[CH:5]=[CH:4][C:3]=1[CH:9]1[C:14]([C:15]([O:17][CH2:18][CH3:19])=[O:16])=[C:13]([CH2:20][N:28]2[CH2:32][CH2:31][CH2:30][C@H:29]2[C:33]([OH:36])([CH3:35])[CH3:34])[NH:12][C:11]([C:22]2[N:26]=[CH:25][NH:24][N:23]=2)=[N:10]1, predict the reactants needed to synthesize it. The reactants are: [Br:1][C:2]1[CH:7]=[C:6]([F:8])[CH:5]=[CH:4][C:3]=1[CH:9]1[C:14]([C:15]([O:17][CH2:18][CH3:19])=[O:16])=[C:13]([CH2:20]Br)[NH:12][C:11]([C:22]2[N:26]=[CH:25][NH:24][N:23]=2)=[N:10]1.Cl.[NH:28]1[CH2:32][CH2:31][CH2:30][C@H:29]1[C:33]([OH:36])([CH3:35])[CH3:34]. (2) Given the product [CH3:1][O:2][C:3]([C:5]1[CH:14]=[C:13]([O:15][CH2:35][C:34](=[O:37])[NH:33][C:28]2[CH:29]=[CH:30][CH:31]=[CH:32][C:27]=2[C:26]([O:25][CH3:24])=[O:38])[C:12]2[C:7](=[CH:8][C:9]([Cl:17])=[CH:10][C:11]=2[Cl:16])[CH:6]=1)=[O:4], predict the reactants needed to synthesize it. The reactants are: [CH3:1][O:2][C:3]([C:5]1[CH:14]=[C:13]([OH:15])[C:12]2[C:7](=[CH:8][C:9]([Cl:17])=[CH:10][C:11]=2[Cl:16])[CH:6]=1)=[O:4].C([O-])([O-])=O.[K+].[K+].[CH3:24][O:25][C:26](=[O:38])[C:27]1[CH:32]=[CH:31][CH:30]=[CH:29][C:28]=1[NH:33][C:34](=[O:37])[CH2:35]Cl.